Dataset: Full USPTO retrosynthesis dataset with 1.9M reactions from patents (1976-2016). Task: Predict the reactants needed to synthesize the given product. (1) The reactants are: [N:1]1([C:7](Cl)=[O:8])[CH2:6][CH2:5][O:4][CH2:3][CH2:2]1.[NH2:10][CH2:11][CH2:12][CH2:13][N:14]1[C:22]2[C:21]([CH3:23])=[C:20]([CH3:24])[N:19]=[C:18]([NH2:25])[C:17]=2[N:16]=[C:15]1[CH2:26][O:27][CH2:28][CH3:29]. Given the product [NH2:25][C:18]1[C:17]2[N:16]=[C:15]([CH2:26][O:27][CH2:28][CH3:29])[N:14]([CH2:13][CH2:12][CH2:11][NH:10][C:7]([N:1]3[CH2:6][CH2:5][O:4][CH2:3][CH2:2]3)=[O:8])[C:22]=2[C:21]([CH3:23])=[C:20]([CH3:24])[N:19]=1, predict the reactants needed to synthesize it. (2) The reactants are: [Br:1][C:2]1[CH:6]=[CH:5][S:4][C:3]=1[CH:7]=O.[C:9]1([C:15](=[N:22][NH2:23])[C:16]2[CH:21]=[CH:20][CH:19]=[CH:18][CH:17]=2)[CH:14]=[CH:13][CH:12]=[CH:11][CH:10]=1. Given the product [C:15](=[N:22]/[N:23]=[CH:7]/[C:3]1[S:4][CH:5]=[CH:6][C:2]=1[Br:1])([C:16]1[CH:17]=[CH:18][CH:19]=[CH:20][CH:21]=1)[C:9]1[CH:14]=[CH:13][CH:12]=[CH:11][CH:10]=1, predict the reactants needed to synthesize it. (3) The reactants are: [CH2:1]([O:3][C:4](=[O:32])[CH:5]([C:10]1[CH:11]=[C:12]([C:22]2[CH:27]=[CH:26][C:25]([C:28]([F:31])([F:30])[F:29])=[CH:24][CH:23]=2)[CH:13]=[C:14]([CH:16]2[CH2:21][CH2:20][CH2:19][NH:18][CH2:17]2)[CH:15]=1)[CH2:6][CH:7]([CH3:9])[CH3:8])[CH3:2].BrC[C:35]1[CH:36]=[CH:37][C:38]2[S:42][N:41]=[N:40][C:39]=2[CH:43]=1.[CH:44](N(C(C)C)CC)(C)C. Given the product [CH2:1]([O:3][C:4](=[O:32])[CH:5]([C:10]1[CH:11]=[C:12]([C:22]2[CH:23]=[CH:24][C:25]([C:28]([F:29])([F:30])[F:31])=[CH:26][CH:27]=2)[CH:13]=[C:14]([CH:16]2[CH2:21][CH2:20][CH2:19][N:18]([CH2:44][C:36]3[CH:35]=[CH:43][C:39]4[N:40]=[N:41][S:42][C:38]=4[CH:37]=3)[CH2:17]2)[CH:15]=1)[CH2:6][CH:7]([CH3:9])[CH3:8])[CH3:2], predict the reactants needed to synthesize it. (4) The reactants are: [OH:1][C:2]1[N:6]([C:7]2[CH:12]=[C:11]([C:13]#[N:14])[CH:10]=[CH:9][N:8]=2)[N:5]=[CH:4][CH:3]=1.[CH3:15][C:16]1[CH:21]=[C:20]([CH3:22])[CH:19]=[CH:18][C:17]=1[CH2:23]O. Given the product [CH3:15][C:16]1[CH:21]=[C:20]([CH3:22])[CH:19]=[CH:18][C:17]=1[CH2:23][O:1][C:2]1[N:6]([C:7]2[CH:12]=[C:11]([C:13]#[N:14])[CH:10]=[CH:9][N:8]=2)[N:5]=[CH:4][CH:3]=1, predict the reactants needed to synthesize it. (5) Given the product [CH3:12][C:6]1[CH:5]=[CH:4][C:3]2[C:8](=[CH:9][CH:10]=[CH:11][C:2]=2[C:42]#[C:41][Si:38]([CH3:40])([CH3:39])[CH3:37])[N:7]=1, predict the reactants needed to synthesize it. The reactants are: Br[C:2]1[CH:11]=[CH:10][CH:9]=[C:8]2[C:3]=1[CH:4]=[CH:5][C:6]([CH3:12])=[N:7]2.C1(P(C2C=CC=CC=2)C2C=CC=CC=2)C=CC=CC=1.C(NCC)C.[CH3:37][Si:38]([C:41]#[CH:42])([CH3:40])[CH3:39]. (6) Given the product [CH2:12]([NH:8][C:1]([N:3]1[CH:7]=[CH:6][N:5]=[CH:4]1)=[O:2])[CH2:11][C:13]1[CH:18]=[CH:17][CH:16]=[CH:15][CH:14]=1, predict the reactants needed to synthesize it. The reactants are: [C:1]([N:8]1[CH:12]=[CH:11]N=C1)([N:3]1[CH:7]=[CH:6][N:5]=[CH:4]1)=[O:2].[CH:13]1[CH:18]=[CH:17][C:16](CCN)=[CH:15][CH:14]=1.O. (7) The reactants are: P([O-])([O-])([O-])=O.[K+].[K+].[K+].[CH3:9][C:10]1[C:15]([OH:16])=[C:14]([CH:17]=O)[C:13]([CH2:19]OP(O)(O)=O)=C[N:11]=1.[CH:25](N)(C)[CH3:26]. Given the product [CH3:9][C@@H:10]([NH2:11])[C@@H:15]([OH:16])[C:14]1[CH:13]=[CH:19][CH:26]=[CH:25][CH:17]=1, predict the reactants needed to synthesize it.